From a dataset of Forward reaction prediction with 1.9M reactions from USPTO patents (1976-2016). Predict the product of the given reaction. (1) Given the reactants [Br:1][C:2]1[C:3]2[O:22][CH2:21][CH2:20][C:19]([OH:23])=[C:18]([C:24]#[N:25])[C:4]=2[CH:5]=[C:6]2[C:10]=1[N:9]([C:11]1[CH:16]=[CH:15][C:14]([F:17])=[CH:13][CH:12]=1)[N:8]=[CH:7]2.[CH:26]([C:28]([CH3:30])=[O:29])=[CH2:27], predict the reaction product. The product is: [Br:1][C:2]1[C:3]2[O:22][CH2:21][CH2:20][C:19](=[O:23])[C:18]([CH2:27][CH2:26][C:28](=[O:29])[CH3:30])([C:24]#[N:25])[C:4]=2[CH:5]=[C:6]2[C:10]=1[N:9]([C:11]1[CH:16]=[CH:15][C:14]([F:17])=[CH:13][CH:12]=1)[N:8]=[CH:7]2. (2) Given the reactants [CH3:1][C:2]1([N:7]2[CH2:12][CH2:11][CH:10]([N:13]3[C@H:17]4[CH2:18][CH2:19][CH2:20][CH2:21][C@@H:16]4[NH:15][C:14]3=[O:22])[CH2:9][CH2:8]2)[CH2:6][CH2:5][NH:4][CH2:3]1.C(=O)([O-])[O-].[K+].[K+].Cl[C:30]([O:32][CH2:33][CH2:34][F:35])=[O:31], predict the reaction product. The product is: [O:22]=[C:14]1[N:13]([CH:10]2[CH2:11][CH2:12][N:7]([C:2]3([CH3:1])[CH2:6][CH2:5][N:4]([C:30]([O:32][CH2:33][CH2:34][F:35])=[O:31])[CH2:3]3)[CH2:8][CH2:9]2)[C@H:17]2[CH2:18][CH2:19][CH2:20][CH2:21][C@@H:16]2[NH:15]1. (3) Given the reactants F[C:2]1[CH:3]=[C:4]2[C:9](=[CH:10][C:11]=1[N+:12]([O-:14])=[O:13])[NH:8][C:7](=[O:15])[N:6]([NH:16][S:17]([CH3:20])(=[O:19])=[O:18])[C:5]2=[O:21].[CH3:22][O:23][CH2:24][CH:25]([NH2:27])[CH3:26].Cl, predict the reaction product. The product is: [CH3:22][O:23][CH2:24][CH:25]([NH:27][C:2]1[CH:3]=[C:4]2[C:9](=[CH:10][C:11]=1[N+:12]([O-:14])=[O:13])[NH:8][C:7](=[O:15])[N:6]([NH:16][S:17]([CH3:20])(=[O:19])=[O:18])[C:5]2=[O:21])[CH3:26]. (4) Given the reactants [CH2:1]([N:8]1[CH2:12][CH2:11][N:10]([C@@H:13]([C:21]([CH3:24])([CH3:23])[CH3:22])[C:14]([O:16]C(C)(C)C)=[O:15])[C:9]1=[O:25])[C:2]1[CH:7]=[CH:6][CH:5]=[CH:4][CH:3]=1.FC(F)(F)C(O)=O, predict the reaction product. The product is: [CH2:1]([N:8]1[CH2:12][CH2:11][N:10]([C@@H:13]([C:21]([CH3:23])([CH3:22])[CH3:24])[C:14]([OH:16])=[O:15])[C:9]1=[O:25])[C:2]1[CH:3]=[CH:4][CH:5]=[CH:6][CH:7]=1. (5) Given the reactants O[NH:2]C(=O)C.C([O-])(C)(C)C.[K+].[Cl:12][C:13]1[C:14]([O:22][C:23]2[CH:24]=[N:25][C:26]([O:30][CH:31]([CH3:33])[CH3:32])=[C:27]([Cl:29])[CH:28]=2)=[CH:15][C:16](F)=[C:17]([CH:20]=1)[C:18]#[N:19].[OH2:34], predict the reaction product. The product is: [Cl:12][C:13]1[C:14]([O:22][C:23]2[CH:24]=[N:25][C:26]([O:30][CH:31]([CH3:33])[CH3:32])=[C:27]([Cl:29])[CH:28]=2)=[CH:15][C:16]2[O:34][N:19]=[C:18]([NH2:2])[C:17]=2[CH:20]=1. (6) Given the reactants [Cl:1][C:2]1[N:7]=[C:6]([C:8]2[S:12][C:11]3[C:13]([C:17]4[CH:22]=[CH:21][N:20]=[CH:19][C:18]=4[O:23]COC)=[CH:14][CH:15]=[CH:16][C:10]=3[CH:9]=2)[C:5]([F:27])=[CH:4][N:3]=1.Cl, predict the reaction product. The product is: [Cl:1][C:2]1[N:7]=[C:6]([C:8]2[S:12][C:11]3[C:13]([C:17]4[CH:22]=[CH:21][N:20]=[CH:19][C:18]=4[OH:23])=[CH:14][CH:15]=[CH:16][C:10]=3[CH:9]=2)[C:5]([F:27])=[CH:4][N:3]=1. (7) Given the reactants [OH:1][N:2]1[C:6](=[O:7])[C:5]2=[CH:8][CH:9]=[CH:10][CH:11]=[C:4]2[C:3]1=[O:12].[C:13]([O:17][C:18](=[O:36])[NH:19][C:20]([N:29]1[CH2:34][CH2:33][CH:32](O)[CH2:31][CH2:30]1)=[N:21][C:22](=[O:28])[O:23][C:24]([CH3:27])([CH3:26])[CH3:25])([CH3:16])([CH3:15])[CH3:14].C1(P(C2C=CC=CC=2)C2C=CC=CC=2)C=CC=CC=1.N(C(OC(C)C)=O)=NC(OC(C)C)=O, predict the reaction product. The product is: [C:24]([O:23][C:22](=[O:28])[NH:21][C:20]([N:29]1[CH2:34][CH2:33][CH:32]([O:1][N:2]2[C:3](=[O:12])[C:4]3[C:5](=[CH:8][CH:9]=[CH:10][CH:11]=3)[C:6]2=[O:7])[CH2:31][CH2:30]1)=[N:19][C:18](=[O:36])[O:17][C:13]([CH3:16])([CH3:15])[CH3:14])([CH3:25])([CH3:26])[CH3:27].